Dataset: Catalyst prediction with 721,799 reactions and 888 catalyst types from USPTO. Task: Predict which catalyst facilitates the given reaction. (1) Reactant: [Si:1]([O:8][CH2:9][C:10]1[C:11]([Cl:17])=[CH:12][C:13](Cl)=[N:14][CH:15]=1)([C:4]([CH3:7])([CH3:6])[CH3:5])([CH3:3])[CH3:2].CC1(C)OB([C:24]2[CH:25]=[N:26][C:27]([C:30]([F:33])([F:32])[F:31])=[N:28][CH:29]=2)OC1(C)C.C(=O)([O-])[O-].[K+].[K+].O1CCOCC1. Product: [Si:1]([O:8][CH2:9][C:10]1[C:11]([Cl:17])=[CH:12][C:13]([C:24]2[CH:25]=[N:26][C:27]([C:30]([F:33])([F:32])[F:31])=[N:28][CH:29]=2)=[N:14][CH:15]=1)([C:4]([CH3:7])([CH3:6])[CH3:5])([CH3:3])[CH3:2]. The catalyst class is: 263. (2) Reactant: [Cl:1][C:2]1[CH:3]=[C:4]2[C:8](=[CH:9][CH:10]=1)[NH:7][C:6]([C:11]([NH:13][NH:14][C:15](=[O:24])[C:16]1[CH:21]=[CH:20][C:19]([F:22])=[CH:18][C:17]=1[NH2:23])=[O:12])=[CH:5]2.[C:25]1([CH3:35])[CH:30]=[CH:29][C:28]([S:31]([OH:34])(=[O:33])=[O:32])=[CH:27][CH:26]=1. Product: [C:25]1([CH3:35])[CH:26]=[CH:27][C:28]([S:31]([OH:34])(=[O:32])=[O:33])=[CH:29][CH:30]=1.[Cl:1][C:2]1[CH:3]=[C:4]2[C:8](=[CH:9][CH:10]=1)[NH:7][C:6]([C:11]([NH:13][NH:14][C:15](=[O:24])[C:16]1[CH:21]=[CH:20][C:19]([F:22])=[CH:18][C:17]=1[NH2:23])=[O:12])=[CH:5]2. The catalyst class is: 87. (3) Reactant: [N:1]([C@@H:4]([CH3:21])[CH2:5][N:6]1[C:20]2[C:13]3[N:14]=[C:15]([C:17]([NH2:19])=[O:18])[O:16][C:12]=3[CH:11]=[CH:10][C:9]=2[CH:8]=[N:7]1)=[N+]=[N-]. Product: [NH2:1][C@@H:4]([CH3:21])[CH2:5][N:6]1[C:20]2[C:13]3[N:14]=[C:15]([C:17]([NH2:19])=[O:18])[O:16][C:12]=3[CH:11]=[CH:10][C:9]=2[CH:8]=[N:7]1. The catalyst class is: 19. (4) Product: [CH3:11][O:10][C:3]1[C:2]([N:19]([C:17]([O:16][C:13]([CH3:15])([CH3:14])[CH3:12])=[O:18])[NH:20][C:21]([O:23][C:24]([CH3:25])([CH3:26])[CH3:27])=[O:22])=[CH:7][N:6]=[C:5]([S:8][CH3:9])[N:4]=1. Reactant: Br[C:2]1[C:3]([O:10][CH3:11])=[N:4][C:5]([S:8][CH3:9])=[N:6][CH:7]=1.[CH3:12][C:13]([O:16][C:17](/[N:19]=[N:20]/[C:21]([O:23][C:24]([CH3:27])([CH3:26])[CH3:25])=[O:22])=[O:18])([CH3:15])[CH3:14]. The catalyst class is: 1. (5) Reactant: [N+:1]([CH2:3][C:4]([O:6][CH2:7][CH3:8])=[O:5])#[C-:2].N12CCCN=C1CCCCC2.[C:20](O[C:20](=[O:27])[C:21]1[CH:26]=[CH:25][CH:24]=[CH:23][CH:22]=1)(=[O:27])[C:21]1[CH:26]=[CH:25][CH:24]=[CH:23][CH:22]=1. Product: [C:21]1([C:20]2[O:27][CH:2]=[N:1][C:3]=2[C:4]([O:6][CH2:7][CH3:8])=[O:5])[CH:26]=[CH:25][CH:24]=[CH:23][CH:22]=1. The catalyst class is: 1. (6) Reactant: [CH3:1][S:2]([N:5]1[CH2:10][CH2:9][N:8](C(OCC2C=CC=CC=2)=O)[CH2:7][CH2:6]1)(=[O:4])=[O:3].C(O)C.[H][H]. The catalyst class is: 45. Product: [CH3:1][S:2]([N:5]1[CH2:10][CH2:9][NH:8][CH2:7][CH2:6]1)(=[O:4])=[O:3].